From a dataset of Catalyst prediction with 721,799 reactions and 888 catalyst types from USPTO. Predict which catalyst facilitates the given reaction. (1) Reactant: [NH2:1][C@@H:2]([CH2:6][CH2:7][CH2:8][C:9]([OH:11])=O)[C:3]([OH:5])=[O:4].C(O)(=O)C. Product: [O:11]=[C:9]1[NH:1][C@H:2]([C:3]([OH:5])=[O:4])[CH2:6][CH2:7][CH2:8]1. The catalyst class is: 6. (2) Reactant: Br[C:2]1[CH:9]=[CH:8][C:7]([C:10]([F:13])([F:12])[F:11])=[CH:6][C:3]=1[C:4]#[N:5].[CH2:14]([O:16][C:17](=[O:36])[CH2:18][C:19]1[CH:24]=[CH:23][C:22]([O:25][CH3:26])=[C:21](B2OC(C)(C)C(C)(C)O2)[CH:20]=1)[CH3:15].C(=O)([O-])[O-].[K+].[K+]. Product: [CH2:14]([O:16][C:17](=[O:36])[CH2:18][C:19]1[CH:20]=[C:21]([C:2]2[CH:9]=[CH:8][C:7]([C:10]([F:13])([F:12])[F:11])=[CH:6][C:3]=2[C:4]#[N:5])[C:22]([O:25][CH3:26])=[CH:23][CH:24]=1)[CH3:15]. The catalyst class is: 108.